Predict the reactants needed to synthesize the given product. From a dataset of Full USPTO retrosynthesis dataset with 1.9M reactions from patents (1976-2016). Given the product [CH2:5]([O:8][C:9]1[CH:14]=[CH:13][C:12]([C:15]2[CH:19]=[C:18]([CH2:20][C:21]([O:23][C:2]([CH3:4])([CH3:3])[CH3:1])=[O:22])[O:17][N:16]=2)=[C:11]([C:24]([F:26])([F:27])[F:25])[CH:10]=1)[CH2:6][CH3:7], predict the reactants needed to synthesize it. The reactants are: [CH3:1][C:2](=[CH2:4])[CH3:3].[CH2:5]([O:8][C:9]1[CH:14]=[CH:13][C:12]([C:15]2[CH:19]=[C:18]([CH2:20][C:21]([OH:23])=[O:22])[O:17][N:16]=2)=[C:11]([C:24]([F:27])([F:26])[F:25])[CH:10]=1)[CH2:6][CH3:7].S(=O)(=O)(O)O.